This data is from Reaction yield outcomes from USPTO patents with 853,638 reactions. The task is: Predict the reaction yield, written as a fraction of the theoretical maximum amount of product (1.0 means a 100% yield; for example, 0.34 means a 34% yield). The reactants are [F:1][C:2]1[CH:12]=[C:11]([C:13]2[N:18]=[CH:17][C:16]([O:19][CH2:20][CH:21]3[CH2:26][CH2:25][N:24]([CH2:27][C:28]([F:31])([CH3:30])[CH3:29])[CH2:23][CH2:22]3)=[CH:15][N:14]=2)[CH:10]=[CH:9][C:3]=1[C:4]([O:6]CC)=[O:5].O[Li].O. The catalyst is C1COCC1.O. The product is [F:1][C:2]1[CH:12]=[C:11]([C:13]2[N:18]=[CH:17][C:16]([O:19][CH2:20][CH:21]3[CH2:26][CH2:25][N:24]([CH2:27][C:28]([F:31])([CH3:29])[CH3:30])[CH2:23][CH2:22]3)=[CH:15][N:14]=2)[CH:10]=[CH:9][C:3]=1[C:4]([OH:6])=[O:5]. The yield is 0.800.